This data is from Forward reaction prediction with 1.9M reactions from USPTO patents (1976-2016). The task is: Predict the product of the given reaction. (1) Given the reactants [C:1]1([C:14]2[CH:19]=[CH:18][CH:17]=[CH:16][CH:15]=2)[CH:6]=[CH:5][C:4]([C@H:7]2[C@H:12]([NH2:13])[CH2:11][CH2:10][O:9][CH2:8]2)=[CH:3][CH:2]=1.C1CCN2C(=NCCC2)CC1.[CH:31]([S:34](Cl)(=[O:36])=[O:35])([CH3:33])[CH3:32], predict the reaction product. The product is: [C:1]1([C:14]2[CH:15]=[CH:16][CH:17]=[CH:18][CH:19]=2)[CH:2]=[CH:3][C:4]([C@H:7]2[C@H:12]([NH:13][S:34]([CH:31]([CH3:33])[CH3:32])(=[O:36])=[O:35])[CH2:11][CH2:10][O:9][CH2:8]2)=[CH:5][CH:6]=1. (2) Given the reactants [C:1]1([C:7]([C:16]2[CH:20]=[CH:19][S:18][CH:17]=2)=[C:8]2[CH2:14][CH:13]3[NH:15][CH:10]([CH2:11][CH2:12]3)[CH2:9]2)[CH:6]=[CH:5][CH:4]=[CH:3][CH:2]=1.C([O-])([O-])=O.[K+].[K+].Br[CH2:28][CH:29]=[C:30]([CH3:32])[CH3:31], predict the reaction product. The product is: [CH3:31][C:30]([CH3:32])=[CH:29][CH2:28][N:15]1[CH:10]2[CH2:11][CH2:12][CH:13]1[CH2:14][C:8](=[C:7]([C:1]1[CH:2]=[CH:3][CH:4]=[CH:5][CH:6]=1)[C:16]1[CH:20]=[CH:19][S:18][CH:17]=1)[CH2:9]2. (3) Given the reactants Br[C:2]1[C:3](F)=[CH:4][C:5]2[O:11][CH2:10][CH2:9][N:8]3[C:12]([C:18]([NH:20][CH3:21])=[O:19])=[C:13]([C:15]([NH2:17])=[O:16])[N:14]=[C:7]3[C:6]=2[CH:22]=1.[CH3:24][C:25]1[O:29][N:28]=[C:27]([C@:30]([OH:34])([C:32]#[CH:33])[CH3:31])[CH:26]=1, predict the reaction product. The product is: [OH:34][C@:30]([C:27]1[CH:26]=[C:25]([CH3:24])[O:29][N:28]=1)([CH3:31])[C:32]#[C:33][C:2]1[CH:3]=[CH:4][C:5]2[O:11][CH2:10][CH2:9][N:8]3[C:12]([C:18]([NH:20][CH3:21])=[O:19])=[C:13]([C:15]([NH2:17])=[O:16])[N:14]=[C:7]3[C:6]=2[CH:22]=1. (4) Given the reactants [Br:1][C:2]1[CH:3]=[CH:4][C:5]([C:9]([OH:11])=O)=[N:6][C:7]=1[CH3:8].[CH:12]([NH2:15])([CH3:14])[CH3:13].C(N(CC)C(C)C)(C)C.CN(C(ON1N=NC2C=CC=NC1=2)=[N+](C)C)C.F[P-](F)(F)(F)(F)F.C(NC(C)C)(C)C, predict the reaction product. The product is: [Br:1][C:2]1[CH:3]=[CH:4][C:5]([C:9]([NH:15][CH:12]([CH3:14])[CH3:13])=[O:11])=[N:6][C:7]=1[CH3:8]. (5) The product is: [CH:3]([OH:5])=[CH2:4].[CH:9]([C:11]1[CH:16]=[CH:15][CH:14]=[CH:13][C:12]=1[CH:17]=[CH2:18])=[CH2:10]. Given the reactants [OH-].[Na+].[C:3](OC=C)(=[O:5])[CH3:4].[CH:9]([C:11]1[CH:16]=[CH:15][CH:14]=[CH:13][C:12]=1[CH:17]=[CH2:18])=[CH2:10], predict the reaction product. (6) Given the reactants [C:1]([C:5]1[N:10]=[CH:9][C:8]([C:11]2[N:12]([C:32](Cl)=[O:33])[C@@:13]([C:25]3[CH:30]=[CH:29][C:28]([Cl:31])=[CH:27][CH:26]=3)([CH3:24])[C@@:14]([C:17]3[CH:22]=[CH:21][C:20]([Cl:23])=[CH:19][CH:18]=3)([CH3:16])[N:15]=2)=[C:7]([O:35][CH2:36][CH3:37])[CH:6]=1)([CH3:4])([CH3:3])[CH3:2].[CH3:38][N:39]1[CH2:44][CH2:43][N:42]([C:45](=[O:53])[CH2:46][N:47]2[CH2:52][CH2:51][NH:50][CH2:49][CH2:48]2)[CH2:41][CH2:40]1, predict the reaction product. The product is: [C:1]([C:5]1[N:10]=[CH:9][C:8]([C:11]2[N:12]([C:32]([N:50]3[CH2:49][CH2:48][N:47]([CH2:46][C:45]([N:42]4[CH2:41][CH2:40][N:39]([CH3:38])[CH2:44][CH2:43]4)=[O:53])[CH2:52][CH2:51]3)=[O:33])[C@@:13]([C:25]3[CH:26]=[CH:27][C:28]([Cl:31])=[CH:29][CH:30]=3)([CH3:24])[C@@:14]([C:17]3[CH:18]=[CH:19][C:20]([Cl:23])=[CH:21][CH:22]=3)([CH3:16])[N:15]=2)=[C:7]([O:35][CH2:36][CH3:37])[CH:6]=1)([CH3:2])([CH3:3])[CH3:4]. (7) Given the reactants [N+:1]([C:4]1[CH:9]=[CH:8][C:7]([C:10]2[N:14]3[N:15]=[CH:16][CH:17]=[C:18]([N:19]4[CH2:24][CH2:23][O:22][CH2:21][CH2:20]4)[C:13]3=[N:12][C:11]=2/[CH:25]=[CH:26]/[C:27]2[CH:36]=[CH:35][C:34]3[C:29](=[CH:30][CH:31]=[CH:32][CH:33]=3)[N:28]=2)=[CH:6][CH:5]=1)([O-])=O.O.[OH-].[Na+], predict the reaction product. The product is: [O:22]1[CH2:21][CH2:20][N:19]([C:18]2[C:13]3[N:14]([C:10]([C:7]4[CH:6]=[CH:5][C:4]([NH2:1])=[CH:9][CH:8]=4)=[C:11](/[CH:25]=[CH:26]/[C:27]4[CH:36]=[CH:35][C:34]5[C:29](=[CH:30][CH:31]=[CH:32][CH:33]=5)[N:28]=4)[N:12]=3)[N:15]=[CH:16][CH:17]=2)[CH2:24][CH2:23]1. (8) Given the reactants [NH2:1][C:2]1[C:7]([C:8]([O:10]CC)=[O:9])=[C:6]([CH3:13])[N:5]=[C:4]2[S:14][C:15]([CH3:18])=[C:16]([Br:17])[C:3]=12.[OH-].[Na+].Cl, predict the reaction product. The product is: [NH2:1][C:2]1[C:7]([C:8]([OH:10])=[O:9])=[C:6]([CH3:13])[N:5]=[C:4]2[S:14][C:15]([CH3:18])=[C:16]([Br:17])[C:3]=12. (9) Given the reactants [CH2:1]([O:3][C:4](=[O:22])[C:5]1[CH:10]=[C:9]([O:11][CH2:12]COC)[C:8](OCCOC)=[CH:7][C:6]=1[NH2:21])C.N1C=CC=CC=1.[Cl:29][CH2:30][C:31]1[CH:32]=[C:33]([CH:37]=[CH:38][CH:39]=1)[C:34](O)=[O:35], predict the reaction product. The product is: [CH3:1][O:3][C:4](=[O:22])[C:5]1[CH:10]=[C:9]([O:11][CH3:12])[CH:8]=[CH:7][C:6]=1[NH:21][C:34](=[O:35])[C:33]1[CH:37]=[CH:38][CH:39]=[C:31]([CH2:30][Cl:29])[CH:32]=1.